From a dataset of Forward reaction prediction with 1.9M reactions from USPTO patents (1976-2016). Predict the product of the given reaction. The product is: [NH:1]([C:9]1[N:13]([C@H:14]2[O:26][C@@H:25]([CH2:27][OH:28])[C@H:20]([OH:21])[C@@H:15]2[OH:16])[C:12]2[CH:32]=[C:33]([Cl:37])[C:34]([Cl:36])=[CH:35][C:11]=2[N:10]=1)[C:2]1[CH:7]=[CH:6][CH:5]=[CH:4][CH:3]=1. Given the reactants [NH2:1][C:2]1[CH:7]=[CH:6][CH:5]=[CH:4][CH:3]=1.Br[C:9]1[N:13]([C@H:14]2[O:26][C@@H:25]([CH2:27][O:28]C(=O)C)[C@H:20]([O:21]C(=O)C)[C@@H:15]2[O:16]C(=O)C)[C:12]2[CH:32]=[C:33]([Cl:37])[C:34]([Cl:36])=[CH:35][C:11]=2[N:10]=1.C(O)C, predict the reaction product.